The task is: Regression. Given a peptide amino acid sequence and an MHC pseudo amino acid sequence, predict their binding affinity value. This is MHC class II binding data.. This data is from Peptide-MHC class II binding affinity with 134,281 pairs from IEDB. The peptide sequence is EGKQSLTKLAAAWGG. The MHC is HLA-DQA10501-DQB10201 with pseudo-sequence HLA-DQA10501-DQB10201. The binding affinity (normalized) is 0.0602.